This data is from Full USPTO retrosynthesis dataset with 1.9M reactions from patents (1976-2016). The task is: Predict the reactants needed to synthesize the given product. (1) Given the product [C:16]([C:4]1[CH:5]=[CH:6][C:7]([C:8]2[CH2:13][CH2:12][C:11]([CH3:14])([CH3:15])[CH2:10][CH:9]=2)=[C:2]([NH:1][C:35]([C:24]2[N:25]([CH2:27][O:28][CH2:29][CH2:30][Si:31]([CH3:34])([CH3:33])[CH3:32])[CH:26]=[C:22]([C:20]#[N:21])[N:23]=2)=[O:36])[CH:3]=1)(=[O:18])[CH3:17], predict the reactants needed to synthesize it. The reactants are: [NH2:1][C:2]1[CH:3]=[C:4]([C:16](=[O:18])[CH3:17])[CH:5]=[CH:6][C:7]=1[C:8]1[CH2:13][CH2:12][C:11]([CH3:15])([CH3:14])[CH2:10][CH:9]=1.[K+].[C:20]([C:22]1[N:23]=[C:24]([C:35]([O-])=[O:36])[N:25]([CH2:27][O:28][CH2:29][CH2:30][Si:31]([CH3:34])([CH3:33])[CH3:32])[CH:26]=1)#[N:21]. (2) The reactants are: [C:1]1([CH:7]([NH:9][C:10]2[CH:17]=[CH:16][CH:15]=[C:14]([C:18]3[CH:23]=[CH:22][CH:21]=[CH:20][CH:19]=3)[C:11]=2[C:12]#[N:13])[CH3:8])[CH:6]=[CH:5][CH:4]=[CH:3][CH:2]=1.[H-].[Al+3].[Li+].[H-].[H-].[H-].S([O-])([O-])(=O)=O.[Na+].[Na+]. Given the product [C:1]1([CH:7]([NH:9][C:10]2[CH:17]=[CH:16][CH:15]=[C:14]([C:18]3[CH:23]=[CH:22][CH:21]=[CH:20][CH:19]=3)[C:11]=2[CH2:12][NH2:13])[CH3:8])[CH:2]=[CH:3][CH:4]=[CH:5][CH:6]=1, predict the reactants needed to synthesize it. (3) Given the product [CH2:15]([C:17]1[CH:22]=[C:21]([O:23][C:24](=[O:31])[C:25]2[CH:30]=[CH:29][CH:28]=[CH:27][CH:26]=2)[CH:20]=[C:19]([CH2:32][CH3:33])[C:18]=1[O:11][CH2:10][CH2:9][CH2:8][CH2:7][O:6][CH2:5][CH:4]([O:3][CH2:1][CH3:2])[O:12][CH2:13][CH3:14])[CH3:16], predict the reactants needed to synthesize it. The reactants are: [CH2:1]([O:3][CH:4]([O:12][CH2:13][CH3:14])[CH2:5][O:6][CH2:7][CH2:8][CH2:9][CH2:10][OH:11])[CH3:2].[CH2:15]([C:17]1[CH:22]=[C:21]([O:23][C:24](=[O:31])[C:25]2[CH:30]=[CH:29][CH:28]=[CH:27][CH:26]=2)[CH:20]=[C:19]([CH2:32][CH3:33])[C:18]=1O)[CH3:16].C1(P(C2C=CC=CC=2)C2C=CC=CC=2)C=CC=CC=1.N(C(OC(C)C)=O)=NC(OC(C)C)=O. (4) Given the product [Br:31][CH2:32][C:33]([N:13]1[CH2:14][CH:15]([C:16]2[CH:21]=[CH:20][C:19]([Cl:22])=[C:18]([Cl:23])[CH:17]=2)[CH:11]([CH:9]([O:8][C:5]2[CH:4]=[CH:3][C:2]([Cl:1])=[CH:7][N:6]=2)[CH3:10])[CH2:12]1)=[O:34], predict the reactants needed to synthesize it. The reactants are: [Cl:1][C:2]1[CH:3]=[CH:4][C:5]([O:8][CH:9]([CH:11]2[CH:15]([C:16]3[CH:21]=[CH:20][C:19]([Cl:22])=[C:18]([Cl:23])[CH:17]=3)[CH2:14][NH:13][CH2:12]2)[CH3:10])=[N:6][CH:7]=1.CCN(CC)CC.[Br:31][CH2:32][C:33](Cl)=[O:34]. (5) Given the product [C:1]([C:3]1[CH:32]=[CH:31][C:6]([CH2:7][NH:8][C:9](=[O:10])[CH:11]([C:12]2[C:17]([F:18])=[CH:16][CH:15]=[C:14]([C:60]3[CH:59]=[CH:58][CH:57]=[CH:62][N:61]=3)[C:13]=2[F:27])[O:28][CH2:29][CH3:30])=[CH:5][CH:4]=1)#[N:2], predict the reactants needed to synthesize it. The reactants are: [C:1]([C:3]1[CH:32]=[CH:31][C:6]([CH2:7][NH:8][C:9]([CH:11]([O:28][CH2:29][CH3:30])[C:12]2[C:13]([F:27])=[C:14](OS(C(F)(F)F)(=O)=O)[CH:15]=[CH:16][C:17]=2[F:18])=[O:10])=[CH:5][CH:4]=1)#[N:2].B1(B2OC(C)(C)C(C)(C)O2)OC(C)(C)C(C)(C)O1.CC([O-])=O.[K+].Br[C:57]1[CH:58]=[CH:59][CH:60]=[N:61][CH:62]=1.C([O-])([O-])=O.[Na+].[Na+]. (6) Given the product [C:11]([N:28]([CH2:29][CH:30]=[O:31])[CH2:32][CH2:33][CH2:34][CH2:35][CH2:36][CH2:37][CH2:38][CH2:39][CH2:40][CH3:41])([O:13][CH2:14][CH:15]1[C:27]2[C:22](=[CH:23][CH:24]=[CH:25][CH:26]=2)[C:21]2[C:16]1=[CH:17][CH:18]=[CH:19][CH:20]=2)=[O:12], predict the reactants needed to synthesize it. The reactants are: C(Cl)(=O)C(Cl)=O.CS(C)=O.[C:11]([N:28]([CH2:32][CH2:33][CH2:34][CH2:35][CH2:36][CH2:37][CH2:38][CH2:39][CH2:40][CH3:41])[CH2:29][CH2:30][OH:31])([O:13][CH2:14][CH:15]1[C:27]2[C:22](=[CH:23][CH:24]=[CH:25][CH:26]=2)[C:21]2[C:16]1=[CH:17][CH:18]=[CH:19][CH:20]=2)=[O:12].C(N(CC)CC)C.